Dataset: Tyrosyl-DNA phosphodiesterase HTS with 341,365 compounds. Task: Binary Classification. Given a drug SMILES string, predict its activity (active/inactive) in a high-throughput screening assay against a specified biological target. (1) The result is 0 (inactive). The compound is Clc1c(n2c(S(=O)(=O)NCc3cccnc3)ccc2)ncc(c1)C(F)(F)F. (2) The drug is O=C(N1CCN(CC1)C(c1ccccc1)c1ccccc1)c1noc(c1[N+]([O-])=O)C(C)C. The result is 0 (inactive). (3) The molecule is O=C(NCCCC)C1CCN(CC1)c1nc(OC)nc(OC)n1. The result is 0 (inactive). (4) The molecule is O=c1[nH]nc(c2c1cccc2)c1ccc(cc1)C(OC)=O. The result is 0 (inactive).